From a dataset of Cav3 T-type calcium channel HTS with 100,875 compounds. Binary Classification. Given a drug SMILES string, predict its activity (active/inactive) in a high-throughput screening assay against a specified biological target. (1) The drug is O1C(C(Oc2ccc(OC)cc2)C=CC1c1ccccc1)COC(=O)CC\C(=N\OC(c1nnn(C(Cc2ccccc2)CO)c1)C)C. The result is 0 (inactive). (2) The drug is O=C(Nc1cc2c(cc1)cccc2)C(C1C(C1)(C(NC(=O)c1ccccc1)c1ccccc1)C)C. The result is 1 (active). (3) The molecule is O(CCCCN(C(Cc1ccc(OC)cc1)C)CC)C(=O)c1cc(OC)c(OC)cc1. The result is 0 (inactive).